From a dataset of Experimentally validated miRNA-target interactions with 360,000+ pairs, plus equal number of negative samples. Binary Classification. Given a miRNA mature sequence and a target amino acid sequence, predict their likelihood of interaction. (1) The protein sequence of the target gene is MAELLRSLRDSQLVARFQRRCGLFPAREASGEEHVVKNYFYYYLFRFSAALGQEVFYITFLPFTHWNIDPNLSRRLVVIWVLVMYIGQVAKDILKWPRPSFPPVVRLEKRIIAEYGMPSTHAMAATAISFTLLISTMDRYQYPFILGLMMAVVFSTLVCLSRLYTGMHTVLDILGGVLITAVLIALTYPAWTLIDSLDSASPLFPVCVIVVPFLLCYNYPVSDYYSPTRADTTTIVAAGAGVTLGFWINHFFQLVSKPTPSLPVIQNIPPLTTDMLVLGLTKFMVGIMLILLVRQLVQKL.... The miRNA is gga-miR-1764-3p with sequence AGCUGCUUGUUGGCUGGGGAG. Result: 0 (no interaction). (2) The miRNA is hsa-miR-499b-5p with sequence ACAGACUUGCUGUGAUGUUCA. The protein sequence of the target gene is MEDEKSFSDICGGRLALRCRYYSPYCREFGLSSARLSLCSLTAVTCAVWLAAYGLFTLCENSMVLSATIFITILGLLGYLHFVKIDQETLLIIDSLGIQMTSSYASGKESTTFIEMDKVKDIIINEAIYMQKVIYYLCILLKEPGKPHEISRVVPVFQSAKPRLDCLIEVYRSCQEVLAHQKATATSL. Result: 0 (no interaction). (3) The miRNA is cel-miR-49-3p with sequence AAGCACCACGAGAAGCUGCAGA. The protein sequence of the target gene is MAASGKLSTCRLPPLPTIREIIKLLRLQAAKQLSQNFLLDLRLTDKIVRKAGNLTNAYVYEVGPGPGGITRSILNADVAELLVVEKDTRFIPGLQMLSDAAPGKLRIVHGDVLTFKVEKAFSESLKRPWEDDPPNVHIIGNLPFSVSTPLIIKWLENISCRDGPFVYGRTQMTLTFQKEVAERLAANTGSKQRSRLSVMAQYLCNVRHIFTIPGQAFVPKPEVDVGVVHFTPLIQPKIEQPFKLVEKVVQNVFQFRRKYCHRGLRMLFPEAQRLESTGRLLELADIDPTLRPRQLSISHF.... Result: 0 (no interaction). (4) The miRNA is hsa-miR-6777-3p with sequence UCCACUCUCCUGGCCCCCAG. The protein sequence of the target gene is MATADTPAPASSGLSPKEEGELEDGEISDDDNNSQIRSRSSSSSSGGGLLPYPRRRPPHSARGGGSGGGGGSSSSSSSSQQQLRNFSRSRHASERGHLRGPSSYRPKEPFRSHPPSVRMPSSSLSESSPRPSFWERSHLALDRFRFRGRPYRGGSRWSRGRGVGERGGKPGCRPPLGGGAGSGFSSSQSWREPSPPRKSSKSFGRSPSRKQNYSSKNENCVEETFEDLLLKYKQIQLELECINKDEKLALSSKEENVQEDPKTLNFEDQTSTDNVSITKDSSKEVAPEEKTQVKTFQAFE.... Result: 1 (interaction). (5) The miRNA is mmu-miR-692 with sequence AUCUCUUUGAGCGCCUCACUC. The protein sequence of the target gene is MRLWSWVLRLGLLSAALGCGLAERPRRVRRDPRAVRPPRPAAGPATCATRAARGRRASPPPPPGGAWEAVRVPRRRQQRAARGAEEPSPPSRALYFSGRGEQLRLRADLELPRDAFTLQVWLRAEGGQKSPAVITGLYDKCSYTSRDRGWVMGIHTTSDQGNRDPRYFFSLKTDRARKVTTIDAHRSYLPGQWVHLAATYDGRLMKLYMNGAQVATSAEQVGGIFSPLTQKCKVLMLGGSALNHNFRGHIEHFSLWKVARTQREIVSDMETRGLHTPLPQLLLQENWDNVKRTWSPMKDG.... Result: 1 (interaction). (6) The miRNA is hsa-miR-5583-5p with sequence AAACUAAUAUACCCAUAUUCUG. The protein sequence of the target gene is MAAPALRLCHIAFHVPAGQPLARNLQRLFGFQPLASREVDGWRQLALRSGDAVFLVNEGAGSGEPLYGLDPRHAVPSATNLCFDVADAGAATRELAALGCSVPVPPVRVRDAQGAATYAVVSSPAGILSLTLLERAGYRGPFLPGFRPVSSAPGPGWVSRVDHLTLACTPGSSPTLLRWFHDCLGFCHLPLSPGEDPELGLEMTAGFGLGGLRLTALQAQPGSIVPTLVLAESLPGATTRQDQVEQFLARHKGPGLQHVGLYTPNIVEATEGVATAGGQFLAPPGAYYQQPGKERQIRAA.... Result: 0 (no interaction).